Task: Predict the product of the given reaction.. Dataset: Forward reaction prediction with 1.9M reactions from USPTO patents (1976-2016) (1) The product is: [Br:1][C:2]1[CH:3]=[C:4]([CH:31]=[CH:32][CH:33]=1)[CH2:5][N:6]1[C:14]2[C:13](=[O:15])[N:12]([CH3:16])[C:11](=[O:17])[N:10]([CH3:18])[C:9]=2[N:8]=[C:7]1[O:19][C:20]1[CH:25]=[CH:24][CH:23]=[C:22]([CH2:26][CH2:27][CH2:28][CH3:29])[CH:21]=1. Given the reactants [Br:1][C:2]1[CH:3]=[C:4]([CH:31]=[CH:32][CH:33]=1)[CH2:5][N:6]1[C:14]2[C:13](=[O:15])[N:12]([CH3:16])[C:11](=[O:17])[N:10]([CH3:18])[C:9]=2[N:8]=[C:7]1[O:19][C:20]1[CH:25]=[CH:24][CH:23]=[C:22]([CH:26](O)[CH2:27][CH2:28][CH3:29])[CH:21]=1.C([SiH](CC)CC)C.B(F)(F)F.CCOCC, predict the reaction product. (2) Given the reactants Br[C:2]1[S:6][C:5]([CH:7]=[O:8])=[CH:4][CH:3]=1.[CH2:9](C([Sn])=C(CCCC)CCCC)[CH2:10]CC, predict the reaction product. The product is: [CH:9]([C:2]1[S:6][C:5]([CH:7]=[O:8])=[CH:4][CH:3]=1)=[CH2:10]. (3) The product is: [NH2:1][C:2]1[N:10]=[C:9]2[C:5]([N:6]=[CH:7][N:8]2[CH2:11][C:12]2[CH:17]=[CH:16][C:15]([O:18][CH3:19])=[CH:14][CH:13]=2)=[C:4]([C:26]2[O:27][CH:28]=[CH:29][CH:30]=2)[N:3]=1. Given the reactants [NH2:1][C:2]1[N:10]=[C:9]2[C:5]([N:6]=[CH:7][N:8]2[CH2:11][C:12]2[CH:17]=[CH:16][C:15]([O:18][CH3:19])=[CH:14][CH:13]=2)=[C:4](Cl)[N:3]=1.C([Sn](CCCC)(CCCC)[C:26]1[O:27][CH:28]=[CH:29][CH:30]=1)CCC, predict the reaction product. (4) Given the reactants [CH3:1][N:2]([CH3:46])[CH2:3][C:4]([O:6][C@@H:7]([CH3:45])[CH2:8][N:9]1[C:13]([CH3:14])=[C:12]([C:15](=[O:37])[NH:16][C:17]2[CH:22]=[CH:21][C:20]([O:23][C:24]3[C:33]4[C:28](=[CH:29][C:30]([O:34][CH3:35])=[CH:31][CH:32]=4)[N:27]=[CH:26][CH:25]=3)=[C:19]([F:36])[CH:18]=2)[C:11](=[O:38])[N:10]1[C:39]1[CH:44]=[CH:43][CH:42]=[CH:41][CH:40]=1)=[O:5].[CH3:47][S:48]([OH:51])(=[O:50])=[O:49], predict the reaction product. The product is: [CH3:47][S:48]([OH:51])(=[O:50])=[O:49].[CH3:46][N:2]([CH3:1])[CH2:3][C:4]([O:6][C@@H:7]([CH3:45])[CH2:8][N:9]1[C:13]([CH3:14])=[C:12]([C:15](=[O:37])[NH:16][C:17]2[CH:22]=[CH:21][C:20]([O:23][C:24]3[C:33]4[C:28](=[CH:29][C:30]([O:34][CH3:35])=[CH:31][CH:32]=4)[N:27]=[CH:26][CH:25]=3)=[C:19]([F:36])[CH:18]=2)[C:11](=[O:38])[N:10]1[C:39]1[CH:40]=[CH:41][CH:42]=[CH:43][CH:44]=1)=[O:5]. (5) Given the reactants [Br:1][CH2:2][CH2:3][CH2:4][CH2:5][OH:6].ClC(Cl)(O[C:11](=[O:17])OC(Cl)(Cl)Cl)Cl.[CH3:19][C:20]1[CH:21]=[CH:22][C:23]([C:26]2[N:30]([C:31]3[CH:32]=[CH:33][C:34]([S:37]([NH2:40])(=[O:39])=[O:38])=[CH:35][CH:36]=3)[N:29]=[C:28]([C:41]([F:44])([F:43])[F:42])[CH:27]=2)=[CH:24][CH:25]=1.[NH4+].[Cl-], predict the reaction product. The product is: [Br:1][CH2:2][CH2:3][CH2:4][CH2:5][O:6][C:11](=[O:17])[NH:40][S:37]([C:34]1[CH:33]=[CH:32][C:31]([N:30]2[C:26]([C:23]3[CH:24]=[CH:25][C:20]([CH3:19])=[CH:21][CH:22]=3)=[CH:27][C:28]([C:41]([F:42])([F:43])[F:44])=[N:29]2)=[CH:36][CH:35]=1)(=[O:39])=[O:38]. (6) Given the reactants [C:1]([C:5]1[N:10]=[CH:9][C:8]([C:11]2[N:12]([C:32]([N:34]3[CH2:39][CH2:38][CH:37]([CH2:40][C:41]([OH:43])=O)[CH2:36][CH2:35]3)=[O:33])[C@@:13]([C:25]3[CH:30]=[CH:29][C:28]([Cl:31])=[CH:27][CH:26]=3)([CH3:24])[C@@:14]([C:17]3[CH:22]=[CH:21][C:20]([Cl:23])=[CH:19][CH:18]=3)([CH3:16])[N:15]=2)=[C:7]([O:44][CH2:45][CH3:46])[CH:6]=1)([CH3:4])([CH3:3])[CH3:2].ON1C2C=[CH:54][CH:55]=[CH:56][C:51]=2[N:50]=N1.C(N(C(C)C)CC)(C)C.N1CCCC1, predict the reaction product. The product is: [C:1]([C:5]1[N:10]=[CH:9][C:8]([C:11]2[N:12]([C:32]([N:34]3[CH2:39][CH2:38][CH:37]([CH2:40][C:41]([N:50]4[CH2:51][CH2:56][CH2:55][CH2:54]4)=[O:43])[CH2:36][CH2:35]3)=[O:33])[C@@:13]([C:25]3[CH:26]=[CH:27][C:28]([Cl:31])=[CH:29][CH:30]=3)([CH3:24])[C@@:14]([C:17]3[CH:22]=[CH:21][C:20]([Cl:23])=[CH:19][CH:18]=3)([CH3:16])[N:15]=2)=[C:7]([O:44][CH2:45][CH3:46])[CH:6]=1)([CH3:3])([CH3:4])[CH3:2]. (7) Given the reactants [NH2:1][C:2]1[CH:3]=[CH:4][C:5]([Cl:11])=[C:6]([CH:10]=1)[C:7]([OH:9])=[O:8].[F:12][C:13]([F:24])([F:23])[C:14]1[CH:19]=[CH:18][CH:17]=[C:16]([N:20]=[C:21]=[O:22])[CH:15]=1.C([O-])(O)=O.[Na+], predict the reaction product. The product is: [Cl:11][C:5]1[CH:4]=[CH:3][C:2]([NH:1][C:21]([NH:20][C:16]2[CH:17]=[CH:18][CH:19]=[C:14]([C:13]([F:12])([F:23])[F:24])[CH:15]=2)=[O:22])=[CH:10][C:6]=1[C:7]([OH:9])=[O:8]. (8) Given the reactants [Br:1][C:2]1[C:6]([N+:7]([O-:9])=[O:8])=[C:5]([Br:10])[NH:4][N:3]=1.C(=O)([O-])[O-].[K+].[K+].[I-].[K+].Br[CH2:20][C:21]1[CH:26]=[CH:25][CH:24]=[C:23]([CH2:27]Br)[CH:22]=1, predict the reaction product. The product is: [Br:1][C:2]1[C:6]([N+:7]([O-:9])=[O:8])=[C:5]([Br:10])[N:4]([CH2:27][C:23]2[CH:24]=[CH:25][CH:26]=[C:21]([CH2:20][N:3]3[C:2]([Br:1])=[C:6]([N+:7]([O-:9])=[O:8])[C:5]([Br:10])=[N:4]3)[CH:22]=2)[N:3]=1. (9) Given the reactants [F:1][C:2]1[CH:3]=[C:4]2[C:9](=[CH:10][C:11]=1[O:12]C)[N:8]=[C:7]([C:14]1[CH:19]=[CH:18][CH:17]=[C:16]([C:20]([F:23])([F:22])[F:21])[CH:15]=1)[C:6]([CH3:24])=[C:5]2[C:25]([OH:27])=[O:26].Br, predict the reaction product. The product is: [F:1][C:2]1[CH:3]=[C:4]2[C:9](=[CH:10][C:11]=1[OH:12])[N:8]=[C:7]([C:14]1[CH:19]=[CH:18][CH:17]=[C:16]([C:20]([F:23])([F:21])[F:22])[CH:15]=1)[C:6]([CH3:24])=[C:5]2[C:25]([OH:27])=[O:26]. (10) Given the reactants [NH2:1][C:2]1[CH:3]=[C:4]2[C:10]([C:11]3[CH:19]=[CH:18][C:14]([C:15]([OH:17])=[O:16])=[CH:13][C:12]=3[F:20])=[CH:9][N:8]([C:21](=[O:33])[C:22]3[C:27]([C:28]([F:31])([F:30])[F:29])=[CH:26][CH:25]=[CH:24][C:23]=3[Cl:32])[C:5]2=[CH:6][N:7]=1.[CH3:34][C:35](O)=[O:36], predict the reaction product. The product is: [C:35]([NH:1][C:2]1[CH:3]=[C:4]2[C:10]([C:11]3[CH:19]=[CH:18][C:14]([C:15]([OH:17])=[O:16])=[CH:13][C:12]=3[F:20])=[CH:9][N:8]([C:21](=[O:33])[C:22]3[C:27]([C:28]([F:30])([F:31])[F:29])=[CH:26][CH:25]=[CH:24][C:23]=3[Cl:32])[C:5]2=[CH:6][N:7]=1)(=[O:36])[CH3:34].